From a dataset of Reaction yield outcomes from USPTO patents with 853,638 reactions. Predict the reaction yield, written as a fraction of the theoretical maximum amount of product (1.0 means a 100% yield; for example, 0.34 means a 34% yield). (1) The reactants are [Cl:1][C:2]1[CH:3]=[CH:4][C:5]([C:8]([OH:10])=O)=[N:6][CH:7]=1.[NH2:11][C:12]1[S:13][C@@:14]2([CH2:29][OH:30])[C@@H:16]([C@:17]([C:21]3[CH:26]=[C:25]([NH2:27])[CH:24]=[CH:23][C:22]=3[F:28])([CH2:19][F:20])[N:18]=1)[CH2:15]2.CCCP(O)(O)=O. The catalyst is CC(N(C)C)=O. The product is [NH2:11][C:12]1[S:13][C@@:14]2([CH2:29][OH:30])[C@@H:16]([C@:17]([C:21]3[CH:26]=[C:25]([NH:27][C:8](=[O:10])[C:5]4[CH:4]=[CH:3][C:2]([Cl:1])=[CH:7][N:6]=4)[CH:24]=[CH:23][C:22]=3[F:28])([CH2:19][F:20])[N:18]=1)[CH2:15]2. The yield is 0.620. (2) The reactants are Br[C:2]1[C:3]([O:9][CH3:10])=[N:4][CH:5]=[C:6]([F:8])[CH:7]=1.[CH3:11][C:12]1([CH3:28])[C:16]([CH3:18])([CH3:17])[O:15][B:14]([B:14]2[O:15][C:16]([CH3:18])([CH3:17])[C:12]([CH3:28])([CH3:11])[O:13]2)[O:13]1.C([O-])(=O)C.[K+]. The catalyst is C1C=CC(P(C2C=CC=CC=2)[C-]2C=CC=C2)=CC=1.C1C=CC(P(C2C=CC=CC=2)[C-]2C=CC=C2)=CC=1.Cl[Pd]Cl.[Fe+2]. The product is [F:8][C:6]1[CH:7]=[C:2]([B:14]2[O:15][C:16]([CH3:18])([CH3:17])[C:12]([CH3:28])([CH3:11])[O:13]2)[C:3]([O:9][CH3:10])=[N:4][CH:5]=1. The yield is 0.800. (3) The reactants are [Cl:1][C:2]1[C:3]([CH3:30])=[C:4]([C:23]2[CH:24]=[N:25][C:26](F)=[CH:27][CH:28]=2)[C:5]([O:21][CH3:22])=[C:6]([CH:8]([N:10]2[C:14]3=[N:15][CH:16]=[N:17][C:18]([NH2:19])=[C:13]3[C:12]([CH3:20])=[N:11]2)[CH3:9])[CH:7]=1.[CH2:31]([CH2:33][NH2:34])[OH:32]. The catalyst is C(O)CCC. The product is [NH2:19][C:18]1[N:17]=[CH:16][N:15]=[C:14]2[N:10]([CH:8]([C:6]3[C:5]([O:21][CH3:22])=[C:4]([C:23]4[CH:28]=[CH:27][C:26]([NH:34][CH2:33][CH2:31][OH:32])=[N:25][CH:24]=4)[C:3]([CH3:30])=[C:2]([Cl:1])[CH:7]=3)[CH3:9])[N:11]=[C:12]([CH3:20])[C:13]=12. The yield is 0.150. (4) The reactants are [Cl:1][C:2]1[C:7]([OH:8])=[CH:6][CH:5]=[C:4]([F:9])[C:3]=1[NH:10][C:11](=O)[C:12]1[CH:17]=[C:16]([C:18]2[CH:23]=[CH:22][CH:21]=[C:20]([F:24])[CH:19]=2)[CH:15]=[CH:14][C:13]=1[F:25]. The catalyst is C1COCC1. The product is [Cl:1][C:2]1[C:3]([NH:10][CH2:11][C:12]2[CH:17]=[C:16]([C:18]3[CH:23]=[CH:22][CH:21]=[C:20]([F:24])[CH:19]=3)[CH:15]=[CH:14][C:13]=2[F:25])=[C:4]([F:9])[CH:5]=[CH:6][C:7]=1[OH:8]. The yield is 0.830. (5) The reactants are [F:1][C:2]1[CH:9]=[CH:8][C:5]([CH:6]=O)=[CH:4][C:3]=1[O:10][CH3:11].C(O)(=O)[CH2:13][C:14]([OH:16])=[O:15]. The catalyst is N1C=CC=CC=1.N1CCCCC1. The product is [F:1][C:2]1[CH:9]=[CH:8][C:5](/[CH:6]=[CH:13]/[C:14]([OH:16])=[O:15])=[CH:4][C:3]=1[O:10][CH3:11]. The yield is 0.970. (6) The reactants are [N:1]1([C:7]([C:9]2[S:17][C:12]3=[CH:13][N:14]=[CH:15][CH:16]=[C:11]3[C:10]=2[NH:18]C(=O)OC(C)(C)C)=[O:8])[CH2:6][CH2:5][O:4][CH2:3][CH2:2]1.C(O)(C(F)(F)F)=O. No catalyst specified. The product is [NH2:18][C:10]1[C:11]2[C:12](=[CH:13][N:14]=[CH:15][CH:16]=2)[S:17][C:9]=1[C:7]([N:1]1[CH2:2][CH2:3][O:4][CH2:5][CH2:6]1)=[O:8]. The yield is 0.703.